Dataset: Full USPTO retrosynthesis dataset with 1.9M reactions from patents (1976-2016). Task: Predict the reactants needed to synthesize the given product. (1) The reactants are: [CH3:1][C@H:2]1[O:7][C@@H:6]([CH3:8])[CH2:5][N:4]([C:9]2[CH:16]=[CH:15][C:14]([N+:17]([O-:19])=[O:18])=[CH:13][C:10]=2[CH:11]=O)[CH2:3]1.[NH:20]1[C:27](=[O:28])[CH2:26][C:24](=[O:25])[NH:23][C:21]1=[O:22].O. Given the product [CH3:1][C@H:2]1[O:7][C@@H:6]([CH3:8])[C@@H:5]2[C:26]3([CH2:11][C:10]4[C:9]([N:4]2[CH2:3]1)=[CH:16][CH:15]=[C:14]([N+:17]([O-:19])=[O:18])[CH:13]=4)[C:24](=[O:25])[NH:23][C:21](=[O:22])[NH:20][C:27]3=[O:28], predict the reactants needed to synthesize it. (2) Given the product [C:26]1([S:32]([O:9][CH2:8][C:7]([N:5]2[CH2:6][C@@H:2]([F:1])[CH2:3][C@H:4]2[C:11]([NH2:13])=[O:12])=[O:10])(=[O:34])=[O:33])[CH:31]=[CH:30][CH:29]=[CH:28][CH:27]=1, predict the reactants needed to synthesize it. The reactants are: [F:1][C@@H:2]1[CH2:6][N:5]([C:7](=[O:10])[CH2:8][OH:9])[C@H:4]([C:11]([NH2:13])=[O:12])[CH2:3]1.Cl.CN(C)C.C(N(CC)CC)C.[C:26]1([S:32](Cl)(=[O:34])=[O:33])[CH:31]=[CH:30][CH:29]=[CH:28][CH:27]=1. (3) Given the product [CH2:18]([C:22]1[N:26]([C:27]2[CH:32]=[CH:31][CH:30]=[CH:29][CH:28]=2)[N:25]=[C:24]([CH2:33][NH:17][CH2:16][CH2:15][N:12]2[CH2:13][CH2:14][N:9]([C:3]3[CH:4]=[CH:5][C:6]([CH3:8])=[CH:7][C:2]=3[CH3:1])[CH2:10][CH2:11]2)[CH:23]=1)[CH:19]([CH3:21])[CH3:20], predict the reactants needed to synthesize it. The reactants are: [CH3:1][C:2]1[CH:7]=[C:6]([CH3:8])[CH:5]=[CH:4][C:3]=1[N:9]1[CH2:14][CH2:13][N:12]([CH2:15][CH2:16][NH2:17])[CH2:11][CH2:10]1.[CH2:18]([C:22]1[N:26]([C:27]2[CH:32]=[CH:31][CH:30]=[CH:29][CH:28]=2)[N:25]=[C:24]([CH:33]=O)[CH:23]=1)[CH:19]([CH3:21])[CH3:20]. (4) Given the product [Cl:28][C:29]1[CH:30]=[N:31][N:32]([C:16]2[C:11]([C:9]3[CH:8]=[CH:7][C:6]4[O:1][CH2:2][CH2:3][CH2:4][C:5]=4[CH:10]=3)=[C:12]([C:22](=[O:27])[C:23]([O:25][CH3:26])=[O:24])[C:13]([C:18]([F:19])([F:21])[F:20])=[CH:14][CH:15]=2)[CH:33]=1, predict the reactants needed to synthesize it. The reactants are: [O:1]1[C:6]2[CH:7]=[CH:8][C:9]([C:11]3[C:16](F)=[CH:15][CH:14]=[C:13]([C:18]([F:21])([F:20])[F:19])[C:12]=3[C:22](=[O:27])[C:23]([O:25][CH3:26])=[O:24])=[CH:10][C:5]=2[CH2:4][CH2:3][CH2:2]1.[Cl:28][C:29]1[CH:30]=[N:31][NH:32][CH:33]=1.[H-].[Na+].S(OC)(OC)(=O)=O. (5) Given the product [Cl:1][C:2]1[CH:10]=[CH:9][C:5]([C:6](=[O:7])[NH:61][CH2:60][C:59]2[CH:62]=[CH:63][CH:64]=[C:57]([Cl:56])[CH:58]=2)=[CH:4][C:3]=1[NH:11][C:12]([C:14]1[C:15](=[O:31])[NH:16][C:17]2[C:22]([CH:23]=1)=[CH:21][C:20]([O:24][CH2:25][CH2:26][O:27][CH3:28])=[C:19]([O:29][CH3:30])[CH:18]=2)=[O:13], predict the reactants needed to synthesize it. The reactants are: [Cl:1][C:2]1[CH:10]=[CH:9][C:5]([C:6](O)=[O:7])=[CH:4][C:3]=1[NH:11][C:12]([C:14]1[C:15](=[O:31])[NH:16][C:17]2[C:22]([CH:23]=1)=[CH:21][C:20]([O:24][CH2:25][CH2:26][O:27][CH3:28])=[C:19]([O:29][CH3:30])[CH:18]=2)=[O:13].CN(C(ON1N=NC2C=CC=NC1=2)=[N+](C)C)C.F[P-](F)(F)(F)(F)F.[Cl:56][C:57]1[CH:58]=[C:59]([CH:62]=[CH:63][CH:64]=1)[CH2:60][NH2:61].C(=O)(O)[O-].[Na+]. (6) Given the product [NH2:23][C:11]1[C:5]([C:6]([O:8][CH2:9][CH3:10])=[O:7])=[CH:4][C:3]([O:2][CH3:1])=[C:13]([O:14][CH2:15][CH:16]2[CH2:21][CH2:20][N:19]([CH3:22])[CH2:18][CH2:17]2)[CH:12]=1, predict the reactants needed to synthesize it. The reactants are: [CH3:1][O:2][C:3]1[CH:4]=[C:5]([C:11]([N+:23]([O-])=O)=[CH:12][C:13]=1[O:14][CH2:15][CH:16]1[CH2:21][CH2:20][N:19]([CH3:22])[CH2:18][CH2:17]1)[C:6]([O:8][CH2:9][CH3:10])=[O:7].[H][H].